This data is from Forward reaction prediction with 1.9M reactions from USPTO patents (1976-2016). The task is: Predict the product of the given reaction. (1) The product is: [Br:12][C:13]1[CH:18]=[CH:17][C:16]([O:19][CH2:31][CH2:32][Cl:33])=[CH:15][CH:14]=1. Given the reactants C(=O)([O-])[O-].[K+].[K+].CN(C=O)C.[Br:12][C:13]1[CH:18]=[CH:17][C:16]([OH:19])=[CH:15][CH:14]=1.CC1C=CC(S(O[CH2:31][CH2:32][Cl:33])(=O)=O)=CC=1, predict the reaction product. (2) The product is: [C:27]([P:31]([C:33]([CH3:36])([CH3:35])[CH3:34])[C:13]1[N:12]([S:9]([C:2]2[C:3]([CH3:8])=[CH:4][C:5]([CH3:7])=[CH:6][C:1]=2[CH3:21])(=[O:11])=[O:10])[C:16]2[CH:17]=[CH:18][CH:19]=[CH:20][C:15]=2[N:14]=1)([CH3:30])([CH3:29])[CH3:28]. Given the reactants [C:1]1([CH3:21])[CH:6]=[C:5]([CH3:7])[CH:4]=[C:3]([CH3:8])[C:2]=1[S:9]([N:12]1[C:16]2[CH:17]=[CH:18][CH:19]=[CH:20][C:15]=2[N:14]=[CH:13]1)(=[O:11])=[O:10].[Li]CCCC.[C:27]([P:31]([C:33]([CH3:36])([CH3:35])[CH3:34])Cl)([CH3:30])([CH3:29])[CH3:28].CO, predict the reaction product. (3) Given the reactants [Cl:1]N1C(=O)CCC1=O.[CH3:9][C:10]([O:13][C:14]([NH:16][C:17]1[CH:18]=[C:19]2[C:23](=[CH:24][CH:25]=1)[NH:22][C:21]([C:26]([O:28][CH2:29][CH3:30])=[O:27])=[CH:20]2)=[O:15])([CH3:12])[CH3:11].CO, predict the reaction product. The product is: [Cl:1][C:20]1[C:19]2[C:23](=[CH:24][CH:25]=[C:17]([NH:16][C:14]([O:13][C:10]([CH3:9])([CH3:11])[CH3:12])=[O:15])[CH:18]=2)[NH:22][C:21]=1[C:26]([O:28][CH2:29][CH3:30])=[O:27]. (4) Given the reactants C(OC(=O)[NH:7][C:8]([C:14]1[CH:19]=[CH:18][CH:17]=[C:16]([Br:20])[CH:15]=1)([CH2:12][OH:13])[CH:9]([F:11])[F:10])(C)(C)C.[ClH:22], predict the reaction product. The product is: [ClH:22].[NH2:7][C:8]([C:14]1[CH:19]=[CH:18][CH:17]=[C:16]([Br:20])[CH:15]=1)([CH:9]([F:10])[F:11])[CH2:12][OH:13]. (5) Given the reactants [Cl:1][C:2]1[C:3]([C:10]2[C:15]([F:16])=[CH:14][N:13]=[C:12]([O:17][CH3:18])[CH:11]=2)=[N:4][CH:5]=[C:6]([CH2:8]Cl)[N:7]=1.[CH:19]1([C@@H:22]([C:29]2[CH:34]=[CH:33][CH:32]=[C:31]([OH:35])[CH:30]=2)[CH2:23][C:24]([O:26][CH2:27][CH3:28])=[O:25])[CH2:21][CH2:20]1.C([O-])([O-])=O.[Cs+].[Cs+].O, predict the reaction product. The product is: [Cl:1][C:2]1[N:7]=[C:6]([CH2:8][O:35][C:31]2[CH:30]=[C:29]([C@H:22]([CH:19]3[CH2:20][CH2:21]3)[CH2:23][C:24]([O:26][CH2:27][CH3:28])=[O:25])[CH:34]=[CH:33][CH:32]=2)[CH:5]=[N:4][C:3]=1[C:10]1[C:15]([F:16])=[CH:14][N:13]=[C:12]([O:17][CH3:18])[CH:11]=1. (6) Given the reactants [F:1][C:2]([F:9])([F:8])[C:3]1[CH:7]=[CH:6][NH:5][N:4]=1.[N+]([O-])([O-])=O.[NH4+].[Ce].[Ce].[Cl:17]N1C(=O)CCC1=O, predict the reaction product. The product is: [Cl:17][C:7]1[C:3]([C:2]([F:9])([F:8])[F:1])=[N:4][NH:5][CH:6]=1. (7) The product is: [O:1]=[C:2]1[C@H:7]2[CH2:8][C@H:4]([CH2:5][N:6]2[C:9]2[CH:16]=[CH:15][C:12]([C:13]#[N:14])=[CH:11][CH:10]=2)[CH2:3]1. Given the reactants [OH:1][CH:2]1[C@@H:7]2[CH2:8][C@@H:4]([CH2:5][N:6]2[C:9]2[CH:16]=[CH:15][C:12]([C:13]#[N:14])=[CH:11][CH:10]=2)[CH2:3]1.CCN(CC)CC.S(=O)(=O)=O.N1C=CC=CC=1.CS(C)=O, predict the reaction product. (8) Given the reactants [Cl:1][C:2]1[C:3]2[C:10](I)=[CH:9][N:8]([CH2:12][O:13][CH2:14][CH2:15][Si:16]([CH3:19])([CH3:18])[CH3:17])[C:4]=2[N:5]=[CH:6][N:7]=1.[NH2:20][C:21]1[CH:26]=[CH:25][C:24]([SH:27])=[CH:23][CH:22]=1.C(=O)([O-])[O-].[K+].[K+], predict the reaction product. The product is: [Cl:1][C:2]1[C:3]2[C:10]([S:27][C:24]3[CH:25]=[CH:26][C:21]([NH2:20])=[CH:22][CH:23]=3)=[CH:9][N:8]([CH2:12][O:13][CH2:14][CH2:15][Si:16]([CH3:19])([CH3:18])[CH3:17])[C:4]=2[N:5]=[CH:6][N:7]=1. (9) Given the reactants [CH3:1][N:2]1[C:10]2[C:9]([O:11][C:12]3[CH:18]=[CH:17][C:15]([NH2:16])=[CH:14][CH:13]=3)=[N:8][CH:7]=[N:6][C:5]=2[CH:4]=[CH:3]1.[CH2:19]([NH2:26])[C:20]1[CH:25]=[CH:24][CH:23]=[CH:22][CH:21]=1.CN(C)[CH:29]=[O:30], predict the reaction product. The product is: [CH2:19]([NH:26][C:29]([NH:16][C:15]1[CH:17]=[CH:18][C:12]([O:11][C:9]2[C:10]3[N:2]([CH3:1])[CH:3]=[CH:4][C:5]=3[N:6]=[CH:7][N:8]=2)=[CH:13][CH:14]=1)=[O:30])[C:20]1[CH:25]=[CH:24][CH:23]=[CH:22][CH:21]=1. (10) Given the reactants Cl.[CH2:2]([C:4]1[S:8][C:7]([CH2:9][N:10]2[C:15]3[CH:16]=[C:17]([C:19]4[CH:24]=[CH:23][CH:22]=[CH:21][CH:20]=4)[S:18][C:14]=3[C:13](=[O:25])[N:12]([CH:26]3[CH2:31][CH2:30][NH:29][CH2:28][CH2:27]3)[C:11]2=[O:32])=[CH:6][CH:5]=1)[CH3:3].[CH2:33]([O:35][C:36]1[C:45]([O:46][CH3:47])=[CH:44][C:43]2[C:42]([C:48]3[CH:56]=[CH:55][C:51]([C:52](O)=[O:53])=[CH:50][CH:49]=3)=[N:41][C@@H:40]3[CH2:57][CH2:58][S:59][CH2:60][C@@H:39]3[C:38]=2[CH:37]=1)[CH3:34].CN(C(ON1N=NC2C=CC=CC1=2)=[N+](C)C)C.F[P-](F)(F)(F)(F)F.CCN(C(C)C)C(C)C.C(=O)(O)[O-].[Na+], predict the reaction product. The product is: [CH2:33]([O:35][C:36]1[C:45]([O:46][CH3:47])=[CH:44][C:43]2[C:42]([C:48]3[CH:49]=[CH:50][C:51]([C:52]([N:29]4[CH2:28][CH2:27][CH:26]([N:12]5[C:13](=[O:25])[C:14]6[S:18][C:17]([C:19]7[CH:24]=[CH:23][CH:22]=[CH:21][CH:20]=7)=[CH:16][C:15]=6[N:10]([CH2:9][C:7]6[S:8][C:4]([CH2:2][CH3:3])=[CH:5][CH:6]=6)[C:11]5=[O:32])[CH2:31][CH2:30]4)=[O:53])=[CH:55][CH:56]=3)=[N:41][C@@H:40]3[CH2:57][CH2:58][S:59][CH2:60][C@@H:39]3[C:38]=2[CH:37]=1)[CH3:34].